Task: Predict the reaction yield, written as a fraction of the theoretical maximum amount of product (1.0 means a 100% yield; for example, 0.34 means a 34% yield).. Dataset: Reaction yield outcomes from USPTO patents with 853,638 reactions The reactants are Br[C:2]1[CH:6]=[C:5]([CH:7]2[CH2:12][C:11]([CH3:26])([S:13]([C:16]3[CH:21]=[CH:20][CH:19]=[C:18]([C:22]([F:25])([F:24])[F:23])[CH:17]=3)(=[O:15])=[O:14])[CH2:10][CH2:9][O:8]2)[N:4]([CH3:27])[N:3]=1.CC([O-])=[O:30].[K+].[OH-].[Na+].OO.Cl. The catalyst is CN(C=O)C.O.C1C=CC(P(C2C=CC=CC=2)[C-]2C=CC=C2)=CC=1.C1C=CC(P(C2C=CC=CC=2)[C-]2C=CC=C2)=CC=1.Cl[Pd]Cl.[Fe+2].C(Cl)Cl. The product is [CH3:27][N:4]1[C:5]([CH:7]2[CH2:12][C:11]([CH3:26])([S:13]([C:16]3[CH:21]=[CH:20][CH:19]=[C:18]([C:22]([F:25])([F:24])[F:23])[CH:17]=3)(=[O:15])=[O:14])[CH2:10][CH2:9][O:8]2)=[CH:6][C:2]([OH:30])=[N:3]1. The yield is 0.490.